Dataset: Forward reaction prediction with 1.9M reactions from USPTO patents (1976-2016). Task: Predict the product of the given reaction. (1) Given the reactants [CH2:1]([O:3][C:4]([C@H:6]1[CH2:11][CH2:10][C@@H:9]([NH:12][C:13]([O:15][CH2:16][C:17]2[CH:22]=[CH:21][CH:20]=[CH:19][CH:18]=2)=[O:14])[C@H:8]([NH:23][C:24]([O:26][C:27]([CH3:30])([CH3:29])[CH3:28])=[O:25])[CH2:7]1)=[O:5])[CH3:2].[O-]CC.[Na+], predict the reaction product. The product is: [CH2:1]([O:3][C:4]([C@@H:6]1[CH2:11][CH2:10][C@@H:9]([NH:12][C:13]([O:15][CH2:16][C:17]2[CH:18]=[CH:19][CH:20]=[CH:21][CH:22]=2)=[O:14])[C@H:8]([NH:23][C:24]([O:26][C:27]([CH3:28])([CH3:30])[CH3:29])=[O:25])[CH2:7]1)=[O:5])[CH3:2]. (2) Given the reactants [Cl:1][C:2]1[CH:7]=[CH:6][N:5]=[C:4]([NH2:8])[C:3]=1[NH2:9].C1C=CC([Si](N)(C2C=CC=CC=2)C2C=CC=CC=2)=CC=1.[CH3:30][N:31]1[CH:35]=[C:34]([CH:36]=O)[CH:33]=[N:32]1, predict the reaction product. The product is: [Cl:1][C:2]1[CH:7]=[CH:6][N:5]=[C:4]2[NH:8][C:36]([C:34]3[CH:33]=[N:32][N:31]([CH3:30])[CH:35]=3)=[N:9][C:3]=12. (3) Given the reactants O1CCOCC1.CO.ClCCl.[OH:12][C:13]1[CH:14]=[N:15][C:16]([N:19]2[CH2:24][CH2:23][N:22](C(OC(C)(C)C)=O)[CH2:21][CH2:20]2)=[N:17][CH:18]=1, predict the reaction product. The product is: [N:19]1([C:16]2[N:15]=[CH:14][C:13]([OH:12])=[CH:18][N:17]=2)[CH2:24][CH2:23][NH:22][CH2:21][CH2:20]1. (4) Given the reactants [Si:1]([O:8][CH2:9][CH2:10][N:11]1[CH2:19][C:18]2[C:13](=[CH:14][CH:15]=[C:16]([N+:20]([O-])=O)[CH:17]=2)[C:12]1=[O:23])([C:4]([CH3:7])([CH3:6])[CH3:5])([CH3:3])[CH3:2].[H][H], predict the reaction product. The product is: [NH2:20][C:16]1[CH:17]=[C:18]2[C:13](=[CH:14][CH:15]=1)[C:12](=[O:23])[N:11]([CH2:10][CH2:9][O:8][Si:1]([C:4]([CH3:7])([CH3:6])[CH3:5])([CH3:2])[CH3:3])[CH2:19]2. (5) Given the reactants [NH2:1][C:2]1[CH:7]=[CH:6][C:5]([NH:8]CC2C=CC(OC)=CC=2)=[C:4]([O:18][CH3:19])[CH:3]=1.[F:20][C:21]([F:31])([F:30])[C:22](=O)[CH2:23][C:24]([O:26]CC)=O.OS(O)(=O)=O, predict the reaction product. The product is: [NH2:8][C:5]1[CH:6]=[C:7]2[C:2](=[CH:3][C:4]=1[O:18][CH3:19])[NH:1][C:24](=[O:26])[CH:23]=[C:22]2[C:21]([F:20])([F:30])[F:31]. (6) Given the reactants [CH:1]1[C:10]2[C:5](=[CH:6][CH:7]=[CH:8][CH:9]=2)[CH:4]=[CH:3][C:2]=1[CH2:11][C@@H:12]([NH:36]C(=O)OC(C)(C)C)[C:13](=[O:35])[NH:14][C:15]1[CH:16]=[C:17]2[C:33](=[O:34])[NH:32][N:31]=[CH:30][C:19]3=[C:20]([C:24]4[CH:29]=[CH:28][CH:27]=[CH:26][CH:25]=4)[NH:21][C:22]([CH:23]=1)=[C:18]23.[ClH:44], predict the reaction product. The product is: [ClH:44].[NH2:36][C@H:12]([CH2:11][C:2]1[CH:3]=[CH:4][C:5]2[C:10](=[CH:9][CH:8]=[CH:7][CH:6]=2)[CH:1]=1)[C:13]([NH:14][C:15]1[CH:16]=[C:17]2[C:33](=[O:34])[NH:32][N:31]=[CH:30][C:19]3=[C:20]([C:24]4[CH:29]=[CH:28][CH:27]=[CH:26][CH:25]=4)[NH:21][C:22]([CH:23]=1)=[C:18]23)=[O:35].